The task is: Predict the reactants needed to synthesize the given product.. This data is from Full USPTO retrosynthesis dataset with 1.9M reactions from patents (1976-2016). (1) The reactants are: [NH:1]1[CH2:6][CH2:5][CH2:4][CH2:3][C@@H:2]1[C:7]([NH:9][C:10]1([C:13]2[CH:22]=[CH:21][C:16]([C:17]([O:19][CH3:20])=[O:18])=[CH:15][CH:14]=2)[CH2:12][CH2:11]1)=[O:8].[CH3:23][C:24]1[CH:25]=[C:26]([CH:29]=[CH:30][CH:31]=1)[CH2:27]Br.C([O-])([O-])=O.[Na+].[Na+]. Given the product [CH3:23][C:24]1[CH:25]=[C:26]([CH:29]=[CH:30][CH:31]=1)[CH2:27][N:1]1[CH2:6][CH2:5][CH2:4][CH2:3][C@@H:2]1[C:7]([NH:9][C:10]1([C:13]2[CH:14]=[CH:15][C:16]([C:17]([O:19][CH3:20])=[O:18])=[CH:21][CH:22]=2)[CH2:12][CH2:11]1)=[O:8], predict the reactants needed to synthesize it. (2) Given the product [Br:1][C:2]1[CH:10]=[C:9]([CH:11]2[C:21]([C:22]([O:24][CH2:25][CH3:26])=[O:23])=[C:20]([CH2:27][CH2:28][CH3:29])[NH:13][C:14]3=[N:15][NH:16][CH:17]=[C:18]23)[C:5]2[O:6][CH2:7][CH2:8][C:4]=2[CH:3]=1, predict the reactants needed to synthesize it. The reactants are: [Br:1][C:2]1[CH:10]=[C:9]([CH:11]=O)[C:5]2[O:6][CH2:7][CH2:8][C:4]=2[CH:3]=1.[NH2:13][C:14]1[CH:18]=[CH:17][NH:16][N:15]=1.O=[C:20]([CH2:27][CH2:28][CH3:29])[CH2:21][C:22]([O:24][CH2:25][CH3:26])=[O:23]. (3) Given the product [CH3:25][O:24][C:7]1[CH:6]=[CH:5][C:4]2[N:3]=[C:2]([NH:39][C:36]3[CH:37]=[N:38][C:33]([N:30]4[CH2:31][CH2:32][N:27]([CH3:26])[CH2:28][CH2:29]4)=[CH:34][CH:35]=3)[C:11]3=[N:12][NH:13][CH:14]=[C:10]3[C:9]=2[CH:8]=1, predict the reactants needed to synthesize it. The reactants are: Cl[C:2]1[C:11]2=[N:12][N:13](CC3C=CC(OC)=CC=3)[CH:14]=[C:10]2[C:9]2[CH:8]=[C:7]([O:24][CH3:25])[CH:6]=[CH:5][C:4]=2[N:3]=1.[CH3:26][N:27]1[CH2:32][CH2:31][N:30]([C:33]2[N:38]=[CH:37][C:36]([NH2:39])=[CH:35][CH:34]=2)[CH2:29][CH2:28]1.Cl. (4) Given the product [CH3:20][O:19][C:4]1[CH:3]=[C:2]([C:22]([F:24])([F:23])[F:21])[C:7]2[N:8]=[C:9]([C:11]3[CH:16]=[CH:15][C:14]([O:17][CH3:18])=[CH:13][CH:12]=3)[S:10][C:6]=2[CH:5]=1, predict the reactants needed to synthesize it. The reactants are: I[C:2]1[C:7]2[N:8]=[C:9]([C:11]3[CH:16]=[CH:15][C:14]([O:17][CH3:18])=[CH:13][CH:12]=3)[S:10][C:6]=2[CH:5]=[C:4]([O:19][CH3:20])[CH:3]=1.[F:21][C:22](I)([F:24])[F:23]. (5) Given the product [CH3:12][C:7]1([CH3:13])[C:8]([CH3:11])([CH3:10])[O:9][B:5](/[CH:4]=[CH:3]/[CH2:2][N:20]2[CH2:24][CH2:23][CH2:22][CH2:21]2)[O:6]1, predict the reactants needed to synthesize it. The reactants are: Cl[CH2:2]/[CH:3]=[CH:4]/[B:5]1[O:9][C:8]([CH3:11])([CH3:10])[C:7]([CH3:13])([CH3:12])[O:6]1.C(=O)([O-])[O-].[K+].[K+].[NH:20]1[CH2:24][CH2:23][CH2:22][CH2:21]1. (6) Given the product [Cl:8][C:9]1[CH:14]=[C:13]([O:15][C:16]2[CH:21]=[CH:20][C:19]([Cl:22])=[CH:18][CH:17]=2)[CH:12]=[CH:11][C:10]=1[C:23]1([CH2:24][CH3:25])[CH2:4][O:26]1, predict the reactants needed to synthesize it. The reactants are: [H-].[Na+].[I-].[CH3:4][S+](C)C.[Cl:8][C:9]1[CH:14]=[C:13]([O:15][C:16]2[CH:21]=[CH:20][C:19]([Cl:22])=[CH:18][CH:17]=2)[CH:12]=[CH:11][C:10]=1[C:23](=[O:26])[CH2:24][CH3:25]. (7) The reactants are: [OH:1][C:2]([C:35]1[CH:40]=[CH:39][CH:38]=[CH:37][CH:36]=1)([C:29]1[CH:34]=[CH:33][CH:32]=[CH:31][CH:30]=1)[CH:3]1[CH2:8][CH2:7][N:6]([CH2:9][CH2:10][CH2:11][C:12]([C:17]2[CH:22]=[CH:21][C:20]([C:23]([CH3:28])([CH3:27])[C:24]([OH:26])=[O:25])=[CH:19][CH:18]=2)(OC)[O:13]C)[CH2:5][CH2:4]1.Cl.[OH-].[Na+].[Na][BH3-].C(O)(=O)C. Given the product [CH3:28][C:23]([C:24]([OH:26])=[O:25])([C:20]1[CH:21]=[CH:22][C:17]([CH:12]([OH:13])[CH2:11][CH2:10][CH2:9][N:6]2[CH2:5][CH2:4][CH:3]([C:2]([OH:1])([C:29]3[CH:30]=[CH:31][CH:32]=[CH:33][CH:34]=3)[C:35]3[CH:40]=[CH:39][CH:38]=[CH:37][CH:36]=3)[CH2:8][CH2:7]2)=[CH:18][CH:19]=1)[CH3:27], predict the reactants needed to synthesize it.